This data is from Full USPTO retrosynthesis dataset with 1.9M reactions from patents (1976-2016). The task is: Predict the reactants needed to synthesize the given product. Given the product [Cl:1][C:2]1[CH:10]=[CH:9][C:8]([I:11])=[CH:7][C:3]=1[C:4]([C:22]1[CH:23]=[CH:24][C:19]([F:18])=[CH:20][CH:21]=1)=[O:6], predict the reactants needed to synthesize it. The reactants are: [Cl:1][C:2]1[CH:10]=[CH:9][C:8]([I:11])=[CH:7][C:3]=1[C:4]([OH:6])=O.C(Cl)(=O)C(Cl)=O.[F:18][C:19]1[CH:24]=[CH:23][CH:22]=[CH:21][CH:20]=1.